This data is from Catalyst prediction with 721,799 reactions and 888 catalyst types from USPTO. The task is: Predict which catalyst facilitates the given reaction. (1) Reactant: [OH-].[Na+].[CH2:3]([N:5]([CH3:27])[CH:6]1[CH2:11][CH2:10][N:9]([C:12](=[O:26])[CH2:13][CH2:14][C:15]2[N:16]([CH2:20][C:21]([O:23]CC)=[O:22])[CH:17]=[CH:18][N:19]=2)[CH2:8][CH2:7]1)[CH3:4].Cl. Product: [CH2:3]([N:5]([CH3:27])[CH:6]1[CH2:7][CH2:8][N:9]([C:12](=[O:26])[CH2:13][CH2:14][C:15]2[N:16]([CH2:20][C:21]([OH:23])=[O:22])[CH:17]=[CH:18][N:19]=2)[CH2:10][CH2:11]1)[CH3:4]. The catalyst class is: 8. (2) Reactant: [NH2:1][C:2]1[CH:7]=[CH:6][C:5]([O:8][CH3:9])=[CH:4][C:3]=1[NH:10][CH2:11][CH2:12][OH:13].[CH:14](O)=O.C([O-])(O)=O.[Na+]. Product: [CH3:9][O:8][C:5]1[CH:6]=[CH:7][C:2]2[N:1]=[CH:14][N:10]([CH2:11][CH2:12][OH:13])[C:3]=2[CH:4]=1. The catalyst class is: 1. (3) The catalyst class is: 193. Product: [NH2:42][C@:6]([CH3:41])([CH2:7][CH2:8][C:9]1[N:10]([CH3:40])[C:11]([C:14](=[O:26])[CH2:15][CH2:16][CH2:17][C:18]2[CH:23]=[CH:22][C:21]([C:24]#[N:25])=[CH:20][CH:19]=2)=[CH:12][CH:13]=1)[CH2:5][OH:4]. Reactant: C([O:4][CH2:5][C@@:6]([NH:42]C(=O)C)([CH3:41])[CH2:7][CH2:8][C:9]1[N:10]([CH3:40])[C:11]([C:14]([O:26]C(=O)CCCC2C=CC(C#N)=CC=2)=[CH:15][CH2:16][CH2:17][C:18]2[CH:23]=[CH:22][C:21]([C:24]#[N:25])=[CH:20][CH:19]=2)=[CH:12][CH:13]=1)(=O)C.O.[OH-].[Li+].C(Cl)Cl. (4) Reactant: [F:1][C:2]([F:11])([F:10])[CH2:3][CH2:4][CH:5]([C:8]#[N:9])[C:6]#[N:7].Br[CH2:13][CH:14]1[CH2:19][CH2:18][C:17]([F:21])([F:20])[CH2:16][CH2:15]1.C(=O)([O-])[O-].[K+].[K+].O. Product: [F:20][C:17]1([F:21])[CH2:18][CH2:19][CH:14]([CH2:13][C:5]([CH2:4][CH2:3][C:2]([F:10])([F:11])[F:1])([C:8]#[N:9])[C:6]#[N:7])[CH2:15][CH2:16]1. The catalyst class is: 9. (5) Reactant: [Br:1][C:2]1[CH:7]=[CH:6][C:5]([S:8]([N:11]2[CH2:18][CH2:17][C:14]3([O:16][CH2:15]3)[CH2:13][CH2:12]2)(=[O:10])=[O:9])=[CH:4][CH:3]=1.[C:19]([NH2:23])([CH3:22])([CH3:21])[CH3:20].[Al]. Product: [Br:1][C:2]1[CH:7]=[CH:6][C:5]([S:8]([N:11]2[CH2:18][CH2:17][C:14]([CH2:15][NH:23][C:19]([CH3:22])([CH3:21])[CH3:20])([OH:16])[CH2:13][CH2:12]2)(=[O:10])=[O:9])=[CH:4][CH:3]=1. The catalyst class is: 8. (6) Reactant: C1(P(C2C=CC=CC=2)C2C=CC=CC=2)C=CC=CC=1.ClC(Cl)(Cl)C(Cl)(Cl)Cl.CCN(CC)CC.[Cl:35][C:36]1[CH:45]=[CH:44][C:43]2[C:38](=[C:39]([C:46]([NH:48][C:49]3[C:50]([OH:56])=[N:51][CH:52]=[CH:53][C:54]=3[OH:55])=O)[CH:40]=[CH:41][CH:42]=2)[N:37]=1. Product: [Cl:35][C:36]1[CH:45]=[CH:44][C:43]2[C:38](=[C:39]([C:46]3[O:55][C:54]4[CH:53]=[CH:52][NH:51][C:50](=[O:56])[C:49]=4[N:48]=3)[CH:40]=[CH:41][CH:42]=2)[N:37]=1. The catalyst class is: 2. (7) Reactant: Br[C:2]1[CH:3]=[CH:4][C:5]2[C:11]3[S:12][C:13]([C:15]([N:17]([C:19]4[CH:20]=[C:21]([CH:37]=[CH:38][C:39]=4[Cl:40])[C:22]([N:24]4[CH2:29][CH2:28][N:27]([C:30]([O:32][C:33]([CH3:36])([CH3:35])[CH3:34])=[O:31])[CH2:26][CH2:25]4)=[O:23])[CH3:18])=[O:16])=[CH:14][C:10]=3[CH2:9][CH2:8][O:7][C:6]=2[CH:41]=1.CC1(C)C2C(=C(P(C3C=CC=CC=3)C3C=CC=CC=3)C=CC=2)[O:63][C:45]2C(P(C3C=CC=CC=3)C3C=CC=CC=3)=CC=CC1=2.[CH3:84][S:85]([CH2:88][CH2:89][NH2:90])(=[O:87])=[O:86].Cl.C([O-])([O-])=O.[Na+].[Na+]. Product: [Cl:40][C:39]1[CH:38]=[CH:37][C:21]([C:22]([N:24]2[CH2:25][CH2:26][N:27]([C:30]([O:32][C:33]([CH3:36])([CH3:35])[CH3:34])=[O:31])[CH2:28][CH2:29]2)=[O:23])=[CH:20][C:19]=1[N:17]([CH3:18])[C:15]([C:13]1[S:12][C:11]2[C:5]3[CH:4]=[CH:3][C:2]([C:45](=[O:63])[NH:90][CH2:89][CH2:88][S:85]([CH3:84])(=[O:87])=[O:86])=[CH:41][C:6]=3[O:7][CH2:8][CH2:9][C:10]=2[CH:14]=1)=[O:16]. The catalyst class is: 222. (8) Reactant: C(OC(=O)[NH:7][CH2:8][C:9]([NH:11][CH2:12][C:13]1[NH:17][C:16]2[CH:18]=[C:19]([C:22]3[C:30]4[C:25](=[CH:26][C:27]([F:31])=[CH:28][CH:29]=4)[NH:24][CH:23]=3)[CH:20]=[CH:21][C:15]=2[N:14]=1)=[O:10])(C)(C)C.Cl. Product: [NH2:7][CH2:8][C:9]([NH:11][CH2:12][C:13]1[NH:17][C:16]2[CH:18]=[C:19]([C:22]3[C:30]4[C:25](=[CH:26][C:27]([F:31])=[CH:28][CH:29]=4)[NH:24][CH:23]=3)[CH:20]=[CH:21][C:15]=2[N:14]=1)=[O:10]. The catalyst class is: 1. (9) Reactant: [NH4+].[OH-].Cl.[CH3:4][C:5]1[C:10]([C:11]([OH:13])=[O:12])=[CH:9][N:8]=[CH:7][CH:6]=1. Product: [CH3:4][CH:5]1[CH2:6][CH2:7][NH:8][CH2:9][CH:10]1[C:11]([OH:13])=[O:12]. The catalyst class is: 6.